Dataset: Full USPTO retrosynthesis dataset with 1.9M reactions from patents (1976-2016). Task: Predict the reactants needed to synthesize the given product. The reactants are: [ClH:1].O[CH2:3][C:4]1([NH2:9])[CH2:8][CH2:7][CH2:6][CH2:5]1.Cl.O=S(Cl)[Cl:13]. Given the product [ClH:13].[Cl:1][CH2:3][C:4]1([NH2:9])[CH2:8][CH2:7][CH2:6][CH2:5]1, predict the reactants needed to synthesize it.